This data is from Catalyst prediction with 721,799 reactions and 888 catalyst types from USPTO. The task is: Predict which catalyst facilitates the given reaction. (1) Reactant: [CH3:1][O:2][C:3]1[CH:39]=[CH:38][C:6]([CH2:7][NH:8][C:9]2[C:18](/[CH:19]=[C:20](\[CH3:30])/[C:21]([NH:23][CH2:24][CH2:25][C:26]([CH3:29])([CH3:28])[CH3:27])=[O:22])=[CH:17][C:16]3[C:11](=[CH:12][CH:13]=[C:14]([C:31]4[C:36]([CH3:37])=[CH:35][CH:34]=[CH:33][N:32]=4)[CH:15]=3)[N:10]=2)=[CH:5][CH:4]=1. The catalyst class is: 256. Product: [CH3:1][O:2][C:3]1[CH:4]=[CH:5][C:6]([CH2:7][NH:8][C:9]2[C:18]([CH2:19][CH:20]([CH3:30])[C:21]([NH:23][CH2:24][CH2:25][C:26]([CH3:29])([CH3:28])[CH3:27])=[O:22])=[CH:17][C:16]3[C:11](=[CH:12][CH:13]=[C:14]([C:31]4[C:36]([CH3:37])=[CH:35][CH:34]=[CH:33][N:32]=4)[CH:15]=3)[N:10]=2)=[CH:38][CH:39]=1. (2) Reactant: [CH3:1][O:2][C:3]1[CH:4]=[C:5]([O:15][C:16]2[CH:21]=[CH:20][C:19]([S:22]([CH3:25])(=[O:24])=[O:23])=[CH:18][N:17]=2)[CH:6]=[C:7]2[C:11]=1[NH:10][C:9]([C:12]([OH:14])=O)=[CH:8]2.Cl.C([N:29]=C=NCCCN(C)C)C.ON1C2C=CC=CC=2N=N1.[OH-].[NH4+]. Product: [CH3:1][O:2][C:3]1[CH:4]=[C:5]([O:15][C:16]2[CH:21]=[CH:20][C:19]([S:22]([CH3:25])(=[O:24])=[O:23])=[CH:18][N:17]=2)[CH:6]=[C:7]2[C:11]=1[NH:10][C:9]([C:12]([NH2:29])=[O:14])=[CH:8]2. The catalyst class is: 9. (3) Reactant: COC1C=CC(P2(SP(C3C=CC(OC)=CC=3)(=S)S2)=[S:10])=CC=1.[CH3:23][O:24][C:25]1[CH:45]=[C:44]([N+:46]([O-:48])=[O:47])[CH:43]=[CH:42][C:26]=1[C:27]([NH:29][NH:30][C:31](=O)[CH2:32][NH:33][C:34](=[O:40])[O:35][C:36]([CH3:39])([CH3:38])[CH3:37])=O. Product: [CH3:23][O:24][C:25]1[CH:45]=[C:44]([N+:46]([O-:48])=[O:47])[CH:43]=[CH:42][C:26]=1[C:27]1[S:10][C:31]([CH2:32][NH:33][C:34](=[O:40])[O:35][C:36]([CH3:39])([CH3:38])[CH3:37])=[N:30][N:29]=1. The catalyst class is: 1. (4) Reactant: [N+:1]([C:4]1[CH:5]=[C:6]([C:12]#[N:13])[C:7](=[CH:10][CH:11]=1)[C:8]#[N:9])([O-])=O.[H][H]. Product: [NH2:1][C:4]1[CH:5]=[C:6]([C:12]#[N:13])[C:7](=[CH:10][CH:11]=1)[C:8]#[N:9]. The catalyst class is: 63. (5) Reactant: [F:1][C:2]1[CH:7]=[CH:6][C:5]([C:8]2[C:16]3[C:15]([CH2:17][CH2:18][CH2:19][CH2:20][O:21][C:22]4[CH:23]=[N:24][CH:25]=[C:26]([CH:31]=4)[C:27](OC)=[O:28])=[N:14][CH:13]=[N:12][C:11]=3[S:10][CH:9]=2)=[CH:4][CH:3]=1.[CH3:32][NH2:33]. Product: [F:1][C:2]1[CH:7]=[CH:6][C:5]([C:8]2[C:16]3[C:15]([CH2:17][CH2:18][CH2:19][CH2:20][O:21][C:22]4[CH:23]=[N:24][CH:25]=[C:26]([CH:31]=4)[C:27]([NH:33][CH3:32])=[O:28])=[N:14][CH:13]=[N:12][C:11]=3[S:10][CH:9]=2)=[CH:4][CH:3]=1. The catalyst class is: 51. (6) Reactant: C([N:4]1[C:12]2[C:7](=[CH:8][CH:9]=[CH:10][CH:11]=2)/[C:6](=[C:13](/[NH:20][C:21]2[CH:26]=[CH:25][C:24]([NH:27][S:28]([CH2:31][C:32]3[CH:37]=[CH:36][CH:35]=[CH:34][CH:33]=3)(=[O:30])=[O:29])=[CH:23][CH:22]=2)\[C:14]2[CH:19]=[CH:18][CH:17]=[CH:16][CH:15]=2)/[C:5]1=[O:38])(=O)C.[CH3:39][N:40]([CH3:45])[C:41](=[O:44])[CH2:42]Br.CC(C)([O-])C.[K+].[OH-].[Na+]. Product: [CH3:39][N:40]([CH3:45])[C:41]([CH2:42][N:27]([C:24]1[CH:25]=[CH:26][C:21]([NH:20]/[C:13](=[C:6]2\[C:5](=[O:38])[NH:4][C:12]3[C:7]\2=[CH:8][CH:9]=[CH:10][CH:11]=3)/[C:14]2[CH:15]=[CH:16][CH:17]=[CH:18][CH:19]=2)=[CH:22][CH:23]=1)[S:28]([CH2:31][C:32]1[CH:37]=[CH:36][CH:35]=[CH:34][CH:33]=1)(=[O:30])=[O:29])=[O:44]. The catalyst class is: 376.